Dataset: Catalyst prediction with 721,799 reactions and 888 catalyst types from USPTO. Task: Predict which catalyst facilitates the given reaction. (1) The catalyst class is: 4. Reactant: [C:1]([O:5][C:6]([N:8]1[CH2:13][CH2:12][CH:11]([NH:14][CH3:15])[CH2:10][CH2:9]1)=[O:7])([CH3:4])([CH3:3])[CH3:2].C(N(CC)CC)C.[CH3:23][S:24](Cl)(=[O:26])=[O:25]. Product: [C:1]([O:5][C:6]([N:8]1[CH2:9][CH2:10][CH:11]([N:14]([S:24]([CH3:23])(=[O:26])=[O:25])[CH3:15])[CH2:12][CH2:13]1)=[O:7])([CH3:4])([CH3:3])[CH3:2]. (2) Reactant: [Si]([O:8][C@H:9]([C@H:32]1[CH2:36][C@@H:35]([O:37][CH2:38][CH2:39][CH3:40])[CH2:34][N:33]1C(OC(C)(C)C)=O)[C@@H:10]([NH:20][C:21](=[O:31])[C:22]1[CH:27]=[CH:26][CH:25]=[C:24]([C:28](=[O:30])[NH2:29])[CH:23]=1)[CH2:11][C:12]1[CH:17]=[C:16]([F:18])[CH:15]=[C:14]([F:19])[CH:13]=1)(C(C)(C)C)(C)C. Product: [F:19][C:14]1[CH:13]=[C:12]([CH2:11][C@H:10]([NH:20][C:21](=[O:31])[C:22]2[CH:27]=[CH:26][CH:25]=[C:24]([C:28]([NH:29][CH:11]([C:12]3[CH:17]=[CH:16][CH:15]=[CH:14][CH:13]=3)[CH3:10])=[O:30])[CH:23]=2)[C@H:9]([OH:8])[C@H:32]2[CH2:36][C@@H:35]([O:37][CH2:38][CH2:39][CH3:40])[CH2:34][NH:33]2)[CH:17]=[C:16]([F:18])[CH:15]=1. The catalyst class is: 126. (3) Reactant: [CH2:1]([O:8][C:9]1[CH:14]=[CH:13][C:12]([CH2:15][Cl:16])=[CH:11][CH:10]=1)[C:2]1[CH:7]=[CH:6][CH:5]=[CH:4][CH:3]=1.[C:17]1([P:23]([C:30]2[CH:35]=[CH:34][CH:33]=[CH:32][CH:31]=2)[C:24]2[CH:29]=[CH:28][CH:27]=[CH:26][CH:25]=2)[CH:22]=[CH:21][CH:20]=[CH:19][CH:18]=1. Product: [Cl-:16].[CH2:1]([O:8][C:9]1[CH:14]=[CH:13][C:12]([CH2:15][P+:23]([C:24]2[CH:25]=[CH:26][CH:27]=[CH:28][CH:29]=2)([C:30]2[CH:35]=[CH:34][CH:33]=[CH:32][CH:31]=2)[C:17]2[CH:18]=[CH:19][CH:20]=[CH:21][CH:22]=2)=[CH:11][CH:10]=1)[C:2]1[CH:7]=[CH:6][CH:5]=[CH:4][CH:3]=1. The catalyst class is: 11. (4) Reactant: C(N(C(C)C)CC)(C)C.FC(F)(F)C(O)=O.[CH3:17][O:18][C:19](=[O:38])[CH2:20][C:21]1[CH:30]=[C:29]([CH:31]2[CH2:36][CH2:35][NH:34][CH2:33][CH2:32]2)[C:28]2[C:23](=[CH:24][CH:25]=[C:26]([F:37])[CH:27]=2)[CH:22]=1.[Cl:39][C:40]1[CH:45]=[C:44]([Cl:46])[CH:43]=[CH:42][C:41]=1[S:47](Cl)(=[O:49])=[O:48]. Product: [CH3:17][O:18][C:19](=[O:38])[CH2:20][C:21]1[CH:30]=[C:29]([CH:31]2[CH2:36][CH2:35][N:34]([S:47]([C:41]3[CH:42]=[CH:43][C:44]([Cl:46])=[CH:45][C:40]=3[Cl:39])(=[O:49])=[O:48])[CH2:33][CH2:32]2)[C:28]2[C:23](=[CH:24][CH:25]=[C:26]([F:37])[CH:27]=2)[CH:22]=1. The catalyst class is: 7. (5) Reactant: FC1C(O[C:9]([C:11]2[N:12]([CH3:33])[C:13]3[C:21]([C:22]=2[Cl:23])=[C:20]2[C:16]([C:17](=[O:25])[NH:18][C:19]2=[O:24])=[C:15]([C:26]2[CH:31]=[CH:30][CH:29]=[CH:28][C:27]=2[Cl:32])[CH:14]=3)=[O:10])=C(F)C(F)=C(F)C=1F.C(N(CC)CC)C.[NH2:45][CH:46]([CH2:49][OH:50])[CH2:47][OH:48].O. Product: [OH:48][CH2:47][CH:46]([NH:45][C:9]([C:11]1[N:12]([CH3:33])[C:13]2[C:21]([C:22]=1[Cl:23])=[C:20]1[C:16]([C:17](=[O:25])[NH:18][C:19]1=[O:24])=[C:15]([C:26]1[CH:31]=[CH:30][CH:29]=[CH:28][C:27]=1[Cl:32])[CH:14]=2)=[O:10])[CH2:49][OH:50]. The catalyst class is: 3. (6) Reactant: [CH3:1][O:2][C:3]1[C:19]([N+:20]([O-])=O)=[CH:18][C:6]2[CH2:7][CH2:8][N:9]([CH2:12][C:13]([N:15]([CH3:17])[CH3:16])=[O:14])[CH2:10][CH2:11][C:5]=2[CH:4]=1. Product: [NH2:20][C:19]1[C:3]([O:2][CH3:1])=[CH:4][C:5]2[CH2:11][CH2:10][N:9]([CH2:12][C:13]([N:15]([CH3:17])[CH3:16])=[O:14])[CH2:8][CH2:7][C:6]=2[CH:18]=1. The catalyst class is: 19.